Dataset: Forward reaction prediction with 1.9M reactions from USPTO patents (1976-2016). Task: Predict the product of the given reaction. (1) Given the reactants Br[CH2:2][C:3]([O:5][CH2:6][CH2:7][O:8][C:9]([C:11]1[N:12]([CH2:28][C:29]2[CH:34]=[CH:33][C:32]([C:35]([F:38])([F:37])[F:36])=[CH:31][CH:30]=2)[CH:13]=[C:14]([NH:16][C:17]([NH:19][C:20]2[CH:25]=[CH:24][C:23]([Cl:26])=[CH:22][C:21]=2[CH3:27])=[O:18])[N:15]=1)=[O:10])=[O:4].[I-].[Na+].[NH:41]1[CH2:46][CH2:45][O:44][CH2:43][CH2:42]1.CS(C)=O, predict the reaction product. The product is: [Cl:26][C:23]1[CH:24]=[CH:25][C:20]([NH:19][C:17]([NH:16][C:14]2[N:15]=[C:11]([C:9]([O:8][CH2:7][CH2:6][O:5][C:3](=[O:4])[CH2:2][N:41]3[CH2:46][CH2:45][O:44][CH2:43][CH2:42]3)=[O:10])[N:12]([CH2:28][C:29]3[CH:34]=[CH:33][C:32]([C:35]([F:38])([F:37])[F:36])=[CH:31][CH:30]=3)[CH:13]=2)=[O:18])=[C:21]([CH3:27])[CH:22]=1. (2) Given the reactants [CH3:1][N:2]1[CH2:7][CH2:6][NH:5][CH2:4][CH2:3]1.[Br:8][C:9]1[CH:10]=[C:11]([CH:14]=[CH:15][CH:16]=1)[CH2:12]Br, predict the reaction product. The product is: [Br:8][C:9]1[CH:10]=[C:11]([CH:14]=[CH:15][CH:16]=1)[CH2:12][N:5]1[CH2:6][CH2:7][N:2]([CH3:1])[CH2:3][CH2:4]1. (3) Given the reactants [C:1]1([N:7]2[C:25](=[O:26])[C:10]3=[CH:11][NH:12][C:13]4[CH:14]=[CH:15][C:16]([N:19]5[CH2:24][CH2:23][NH:22][CH2:21][CH2:20]5)=[N:17][C:18]=4[C:9]3=[N:8]2)[CH:6]=[CH:5][CH:4]=[CH:3][CH:2]=1.[CH3:27]N1CCNCC1, predict the reaction product. The product is: [CH3:27][N:22]1[CH2:21][CH2:20][N:19]([C:16]2[CH:15]=[CH:14][C:13]3[NH:12][CH:11]=[C:10]4[C:25](=[O:26])[N:7]([C:1]5[CH:6]=[CH:5][CH:4]=[CH:3][CH:2]=5)[N:8]=[C:9]4[C:18]=3[N:17]=2)[CH2:24][CH2:23]1. (4) Given the reactants C1(C)C=CC(S([CH2:10][N+:11]#[C-:12])(=O)=O)=CC=1.C(=O)([O-])[O-].[K+].[K+].CO.[CH3:22][C:23]1[CH:42]=[CH:41][C:40]([CH3:43])=[CH:39][C:24]=1[O:25][CH2:26][C:27]1[CH:32]=[CH:31][CH:30]=[CH:29][C:28]=1[C:33](=[N:36][O:37][CH3:38])[CH:34]=[O:35], predict the reaction product. The product is: [CH3:38][O:37][N:36]=[C:33]([C:34]1[O:35][CH:12]=[N:11][CH:10]=1)[C:28]1[CH:29]=[CH:30][CH:31]=[CH:32][C:27]=1[CH2:26][O:25][C:24]1[CH:39]=[C:40]([CH3:43])[CH:41]=[CH:42][C:23]=1[CH3:22]. (5) Given the reactants [CH3:1][C:2](=[O:7])[CH2:3][C:4](=[O:6])[CH3:5].[B]=O.[O:10]1[CH2:15][CH2:14][N:13]([CH2:16][CH2:17][O:18][C:19]2[CH:26]=[CH:25][C:22]([CH:23]=O)=[CH:21][CH:20]=2)[CH2:12][CH2:11]1.[CH2:27](N)[CH2:28][CH2:29][CH3:30].[C:32]([O-:35])([O-])=O.[K+].[K+], predict the reaction product. The product is: [O:10]1[CH2:15][CH2:14][N:13]([CH2:16][CH2:17][O:18][C:19]2[CH:26]=[CH:25][C:22](/[CH:23]=[CH:1]/[C:2](=[O:7])[CH2:3][C:4](=[O:6])/[CH:5]=[CH:30]/[C:29]3[CH:21]=[CH:20][C:19]([O:18][CH2:17][CH2:16][N:13]4[CH2:14][CH2:32][O:35][CH2:11][CH2:12]4)=[CH:27][CH:28]=3)=[CH:21][CH:20]=2)[CH2:12][CH2:11]1. (6) Given the reactants [CH3:1][N:2]1[CH:6]=[C:5]([C:7](Cl)=[O:8])[C:4]([C:10]([F:13])([F:12])[F:11])=[N:3]1.[NH2:14][C:15]1[CH:20]=[CH:19][CH:18]=[CH:17][C:16]=1[CH2:21][OH:22].C(N(CC)CC)C.O, predict the reaction product. The product is: [OH:22][CH2:21][C:16]1[CH:17]=[CH:18][CH:19]=[CH:20][C:15]=1[NH:14][C:7]([C:5]1[C:4]([C:10]([F:13])([F:12])[F:11])=[N:3][N:2]([CH3:1])[CH:6]=1)=[O:8]. (7) Given the reactants [OH:1][C:2]1[CH:3]=[C:4]([CH:12]([CH3:16])[C:13]([OH:15])=[O:14])[CH:5]=[C:6]([C:8]([F:11])([F:10])[F:9])[CH:7]=1.[CH2:17]([S:19]([C:22]1[CH:27]=[CH:26][C:25](F)=[C:24]([Cl:29])[CH:23]=1)(=[O:21])=[O:20])[CH3:18], predict the reaction product. The product is: [Cl:29][C:24]1[CH:23]=[C:22]([S:19]([CH2:17][CH3:18])(=[O:21])=[O:20])[CH:27]=[CH:26][C:25]=1[O:1][C:2]1[CH:3]=[C:4]([CH:12]([CH3:16])[C:13]([OH:15])=[O:14])[CH:5]=[C:6]([C:8]([F:9])([F:10])[F:11])[CH:7]=1. (8) Given the reactants [CH2:1]([N:3]1[C:7]2=[N:8][CH:9]=[C:10]([CH2:19]O)[C:11]([NH:12][CH:13]3[CH2:18][CH2:17][O:16][CH2:15][CH2:14]3)=[C:6]2[CH:5]=[N:4]1)[CH3:2].S(Cl)([Cl:23])=O, predict the reaction product. The product is: [Cl:23][CH2:19][C:10]1[CH:9]=[N:8][C:7]2[N:3]([CH2:1][CH3:2])[N:4]=[CH:5][C:6]=2[C:11]=1[NH:12][CH:13]1[CH2:18][CH2:17][O:16][CH2:15][CH2:14]1. (9) Given the reactants FC(F)(F)C(O)=O.[NH2:8][C:9]1[N:10]=[C:11]([NH:26][CH:27]2[CH2:32][CH2:31][N:30](C(OC(C)(C)C)=O)[CH2:29][CH2:28]2)[C:12]2[N:18]=[C:17]([C:19]3[CH:24]=[CH:23][C:22]([F:25])=[CH:21][CH:20]=3)[CH:16]=[CH:15][C:13]=2[N:14]=1, predict the reaction product. The product is: [NH2:8][C:9]1[N:10]=[C:11]([NH:26][CH:27]2[CH2:32][CH2:31][NH:30][CH2:29][CH2:28]2)[C:12]2[N:18]=[C:17]([C:19]3[CH:20]=[CH:21][C:22]([F:25])=[CH:23][CH:24]=3)[CH:16]=[CH:15][C:13]=2[N:14]=1. (10) Given the reactants C(OC([N:8]1[CH2:13][CH2:12][CH2:11][C@H:10]2[CH2:14][N:15]([C:17]3[C:26]([O:27][CH3:28])=[C:25]4[C:20]([C:21](=[O:38])[C:22]([C:32]([O:34][CH2:35][CH:36]=[CH2:37])=[O:33])=[CH:23][N:24]4[CH:29]4[CH2:31][CH2:30]4)=[CH:19][C:18]=3[F:39])[CH2:16][C@@H:9]12)=O)(C)(C)C.C(Cl)(=O)C, predict the reaction product. The product is: [CH:29]1([N:24]2[C:25]3[C:20](=[CH:19][C:18]([F:39])=[C:17]([N:15]4[CH2:14][C@H:10]5[C@H:9]([NH:8][CH2:13][CH2:12][CH2:11]5)[CH2:16]4)[C:26]=3[O:27][CH3:28])[C:21](=[O:38])[C:22]([C:32]([O:34][CH2:35][CH:36]=[CH2:37])=[O:33])=[CH:23]2)[CH2:31][CH2:30]1.